This data is from Catalyst prediction with 721,799 reactions and 888 catalyst types from USPTO. The task is: Predict which catalyst facilitates the given reaction. (1) Product: [ClH:31].[ClH:31].[NH2:22][CH:19]1[CH2:18][CH2:17][N:16]([CH2:15][C:12]2([F:14])[C:11]3=[C:2]([F:1])[CH:3]=[N:4][C:5]4[CH:6]=[CH:7][C:8](=[O:30])[N:9]([C:10]=43)[CH2:13]2)[CH2:21][CH2:20]1. Reactant: [F:1][C:2]1[CH:3]=[N:4][C:5]2[CH:6]=[CH:7][C:8](=[O:30])[N:9]3[CH2:13][C:12]([CH2:15][N:16]4[CH2:21][CH2:20][CH:19]([NH:22]C(=O)OC(C)(C)C)[CH2:18][CH2:17]4)([F:14])[C:11]=1[C:10]=23.[ClH:31].O1CCOCC1. The catalyst class is: 98. (2) Reactant: [CH3:1][N:2]([CH2:10][CH:11]=O)[C:3](=[O:9])[O:4][C:5]([CH3:8])([CH3:7])[CH3:6].Cl.Cl.[CH2:15]([C:19]1([N:25]([CH3:27])[CH3:26])[CH2:24][CH2:23][NH:22][CH2:21][CH2:20]1)[CH2:16][CH2:17][CH3:18].C([BH3-])#N.[Na+].CO.C(Cl)(Cl)Cl. Product: [CH2:15]([C:19]1([N:25]([CH3:27])[CH3:26])[CH2:24][CH2:23][N:22]([CH2:11][CH2:10][N:2]([CH3:1])[C:3](=[O:9])[O:4][C:5]([CH3:8])([CH3:7])[CH3:6])[CH2:21][CH2:20]1)[CH2:16][CH2:17][CH3:18]. The catalyst class is: 130.